Predict the reactants needed to synthesize the given product. From a dataset of Retrosynthesis with 50K atom-mapped reactions and 10 reaction types from USPTO. (1) Given the product Cc1nn2c(C)cccc2c1C(=O)O, predict the reactants needed to synthesize it. The reactants are: CCOC(=O)c1c(C)nn2c(C)cccc12. (2) Given the product CC(C)(C)OC(=O)n1cc(I)c2c(Oc3ccc([N+](=O)[O-])cc3F)ccnc21, predict the reactants needed to synthesize it. The reactants are: CC(C)(C)OC(=O)OC(=O)OC(C)(C)C.O=[N+]([O-])c1ccc(Oc2ccnc3[nH]cc(I)c23)c(F)c1. (3) Given the product O=C(c1ccc(-c2cccc[n+]2[O-])cc1)N1CCNCC1, predict the reactants needed to synthesize it. The reactants are: CC(C)(C)OC(=O)N1CCN(C(=O)c2ccc(-c3cccc[n+]3[O-])cc2)CC1.